Dataset: Forward reaction prediction with 1.9M reactions from USPTO patents (1976-2016). Task: Predict the product of the given reaction. (1) Given the reactants CS(Cl)(=O)=O.C[CH:7](O)[C:8](=[O:30])[C@@H:9]1[C@:26]2([CH3:27])[C@H:12]([C@H:13]3[C:23](=[CH:24][CH2:25]2)[C@:21]2([CH3:22])[C:16](=[CH:17][C:18](=[O:28])[CH:19]=[CH:20]2)[CH2:15][CH2:14]3)[CH2:11][C@H:10]1[CH3:29].[ClH:32], predict the reaction product. The product is: [Cl:32][CH2:7][C:8](=[O:30])[C@@H:9]1[C@:26]2([CH3:27])[C@H:12]([C@H:13]3[C:23](=[CH:24][CH2:25]2)[C@:21]2([CH3:22])[C:16](=[CH:17][C:18](=[O:28])[CH:19]=[CH:20]2)[CH2:15][CH2:14]3)[CH2:11][C@H:10]1[CH3:29]. (2) Given the reactants [CH3:1][O:2][C:3]1[CH:8]=[CH:7][C:6]([C:9]2[CH:14]=[C:13]([C:15]3[S:16][CH:17]=[CH:18][CH:19]=3)[NH:12][C:11](=[S:20])[C:10]=2[C:21]#[N:22])=[CH:5][CH:4]=1.C([O-])([O-])=O.[K+].[K+].Br[CH:30]([C:33]1[CH:38]=[CH:37][CH:36]=[CH:35][CH:34]=1)[CH2:31][OH:32], predict the reaction product. The product is: [OH:32][CH2:31][CH:30]([S:20][C:11]1[N:12]=[C:13]([C:15]2[S:16][CH:17]=[CH:18][CH:19]=2)[CH:14]=[C:9]([C:6]2[CH:7]=[CH:8][C:3]([O:2][CH3:1])=[CH:4][CH:5]=2)[C:10]=1[C:21]#[N:22])[C:33]1[CH:38]=[CH:37][CH:36]=[CH:35][CH:34]=1. (3) Given the reactants [C:1]([C:5]1[CH:12]=[CH:11][C:8]([CH:9]=O)=[CH:7][CH:6]=1)([CH3:4])([CH3:3])[CH3:2].[CH2:13]([CH2:15][NH2:16])[OH:14].[BH4-].[Na+].[NH:19]1[C:27]2[C:22](=[CH:23][CH:24]=[CH:25][C:26]=2[C:28](O)=[O:29])[CH:21]=[CH:20]1.CCN=C=NCCCN(C)C.Cl, predict the reaction product. The product is: [C:1]([C:5]1[CH:12]=[CH:11][C:8]([CH2:9][N:16]([CH2:15][CH2:13][OH:14])[C:28]([C:26]2[CH:25]=[CH:24][CH:23]=[C:22]3[C:27]=2[NH:19][CH:20]=[CH:21]3)=[O:29])=[CH:7][CH:6]=1)([CH3:4])([CH3:3])[CH3:2]. (4) The product is: [C:1]([C:5]1[N:10]=[CH:9][C:8]([C:11]2[N:12]([C:32]([N:34]3[CH2:39][CH2:38][CH:37]([CH2:40][C:41]([NH:47][C@@H:48]([CH3:49])[CH2:50][CH2:51][CH2:52][CH3:53])=[O:43])[CH2:36][CH2:35]3)=[O:33])[C@@:13]([C:25]3[CH:30]=[CH:29][C:28]([Cl:31])=[CH:27][CH:26]=3)([CH3:24])[C@@:14]([C:17]3[CH:22]=[CH:21][C:20]([Cl:23])=[CH:19][CH:18]=3)([CH3:16])[N:15]=2)=[C:7]([O:44][CH2:45][CH3:46])[CH:6]=1)([CH3:2])([CH3:3])[CH3:4]. Given the reactants [C:1]([C:5]1[N:10]=[CH:9][C:8]([C:11]2[N:12]([C:32]([N:34]3[CH2:39][CH2:38][CH:37]([CH2:40][C:41]([OH:43])=O)[CH2:36][CH2:35]3)=[O:33])[C@@:13]([C:25]3[CH:30]=[CH:29][C:28]([Cl:31])=[CH:27][CH:26]=3)([CH3:24])[C@@:14]([C:17]3[CH:22]=[CH:21][C:20]([Cl:23])=[CH:19][CH:18]=3)([CH3:16])[N:15]=2)=[C:7]([O:44][CH2:45][CH3:46])[CH:6]=1)([CH3:4])([CH3:3])[CH3:2].[NH2:47][C@@H:48]([CH2:50][CH2:51][CH2:52][CH3:53])[CH3:49], predict the reaction product. (5) Given the reactants [OH:1][C:2]1C=C(C=C(C)C=1)C(O)=O.[C:12](=[O:15])([O-])[O-:13].[K+].[K+].[CH3:18]I.CN([C:23]1[CH:28]=[CH:27][CH:26]=[CH:25]N=1)C.[CH3:29][C:30](C)=O, predict the reaction product. The product is: [CH3:2][O:1][C:26]1[CH:27]=[C:28]([CH:23]=[C:29]([CH3:30])[CH:25]=1)[C:12]([O:13][CH3:18])=[O:15]. (6) Given the reactants [F:1][C@H:2]1[CH2:6][NH:5][C@H:4]([C:7]([NH:9][CH2:10][C:11]2[CH:16]=[C:15]([C:17]3[CH:18]=[N:19][C:20]([C:23]([F:26])([F:25])[F:24])=[N:21][CH:22]=3)[N:14]=[CH:13][N:12]=2)=[O:8])[CH2:3]1.C(N(CC)CC)C.[F:34][C:35]1[CH:40]=[CH:39][C:38]([S:41](Cl)(=[O:43])=[O:42])=[CH:37][CH:36]=1, predict the reaction product. The product is: [F:1][C@H:2]1[CH2:6][N:5]([S:41]([C:38]2[CH:39]=[CH:40][C:35]([F:34])=[CH:36][CH:37]=2)(=[O:43])=[O:42])[C@H:4]([C:7]([NH:9][CH2:10][C:11]2[CH:16]=[C:15]([C:17]3[CH:22]=[N:21][C:20]([C:23]([F:26])([F:25])[F:24])=[N:19][CH:18]=3)[N:14]=[CH:13][N:12]=2)=[O:8])[CH2:3]1.